From a dataset of Catalyst prediction with 721,799 reactions and 888 catalyst types from USPTO. Predict which catalyst facilitates the given reaction. (1) Reactant: C[Si]([N-][Si](C)(C)C)(C)C.[Li+].[N:11]1([C:21]([O:23][C:24]([CH3:27])([CH3:26])[CH3:25])=[O:22])[CH2:16][CH2:15][CH2:14][CH:13]([C:17]([O:19][CH3:20])=[O:18])[CH2:12]1.[F:28][C:29]1[CH:36]=[CH:35][CH:34]=[CH:33][C:30]=1[CH2:31]Br. Product: [F:28][C:29]1[CH:36]=[CH:35][CH:34]=[CH:33][C:30]=1[CH2:31][C:13]1([C:17]([O:19][CH3:20])=[O:18])[CH2:14][CH2:15][CH2:16][N:11]([C:21]([O:23][C:24]([CH3:27])([CH3:26])[CH3:25])=[O:22])[CH2:12]1. The catalyst class is: 7. (2) Reactant: [Cl:1][C:2]1[CH:13]=[CH:12][C:5]([O:6][CH:7]2[CH2:11][CH2:10][NH:9][CH2:8]2)=[CH:4][CH:3]=1.[F:14][C:15]1[C:16]([N+:27]([O-:29])=[O:28])=[C:17]([CH:23]=[C:24]([F:26])[CH:25]=1)[O:18][CH2:19][CH:20]1[CH2:22][O:21]1. Product: [Cl:1][C:2]1[CH:13]=[CH:12][C:5]([O:6][CH:7]2[CH2:11][CH2:10][N:9]([CH2:22][CH:20]([OH:21])[CH2:19][O:18][C:17]3[CH:23]=[C:24]([F:26])[CH:25]=[C:15]([F:14])[C:16]=3[N+:27]([O-:29])=[O:28])[CH2:8]2)=[CH:4][CH:3]=1. The catalyst class is: 8. (3) Reactant: [F:1][C:2]1[CH:19]=[C:18]([F:20])[CH:17]=[CH:16][C:3]=1[CH2:4][NH:5][C:6](=O)[C:7]1[CH:12]=[CH:11][C:10]([CH2:13][CH3:14])=[CH:9][CH:8]=1.B. Product: [F:1][C:2]1[CH:19]=[C:18]([F:20])[CH:17]=[CH:16][C:3]=1[CH2:4][NH:5][CH2:6][C:7]1[CH:12]=[CH:11][C:10]([CH2:13][CH3:14])=[CH:9][CH:8]=1. The catalyst class is: 165. (4) Reactant: Cl.[CH2:2]([O:4][C:5]1[CH:10]=[CH:9][C:8]([CH:11]2[CH2:16][CH2:15][N:14]([C:17]3[CH:22]=[CH:21][C:20]([C@@H:23]([NH2:25])[CH3:24])=[CH:19][CH:18]=3)[CH2:13][CH2:12]2)=[CH:7][CH:6]=1)[CH3:3].CCN(C(C)C)C(C)C.Cl[C:36]([O:38][CH3:39])=[O:37]. Product: [CH3:39][O:38][C:36](=[O:37])[NH:25][C@H:23]([C:20]1[CH:19]=[CH:18][C:17]([N:14]2[CH2:13][CH2:12][CH:11]([C:8]3[CH:7]=[CH:6][C:5]([O:4][CH2:2][CH3:3])=[CH:10][CH:9]=3)[CH2:16][CH2:15]2)=[CH:22][CH:21]=1)[CH3:24]. The catalyst class is: 1. (5) Reactant: [C:1]([C:4]1[CH:5]=[C:6]([CH:19]=[CH:20][CH:21]=1)[CH2:7][C:8]1[C:9](=[O:18])[NH:10][C:11]([CH2:15][CH2:16][CH3:17])=[N:12][C:13]=1[CH3:14])(=[O:3])[CH3:2].Br[CH2:23][C:24]1[CH:29]=[CH:28][C:27]([C:30]2[CH:35]=[CH:34][CH:33]=[CH:32][C:31]=2[C:36]2[N:40]=[C:39](C(Cl)(Cl)Cl)[O:38][N:37]=2)=[CH:26][CH:25]=1.C(=O)([O-])[O-:46].[K+].[K+]. Product: [C:1]([C:4]1[CH:5]=[C:6]([CH:19]=[CH:20][CH:21]=1)[CH2:7][C:8]1[C:9](=[O:18])[N:10]([CH2:23][C:24]2[CH:29]=[CH:28][C:27]([C:30]3[CH:35]=[CH:34][CH:33]=[CH:32][C:31]=3[C:36]3[NH:40][C:39](=[O:46])[O:38][N:37]=3)=[CH:26][CH:25]=2)[C:11]([CH2:15][CH2:16][CH3:17])=[N:12][C:13]=1[CH3:14])(=[O:3])[CH3:2]. The catalyst class is: 115. (6) Product: [Br:1][C:2]1[CH:7]=[C:6]([F:8])[C:5]([F:9])=[C:4]([N:11]2[CH2:16][CH2:15][O:14][CH2:13][CH2:12]2)[CH:3]=1. The catalyst class is: 6. Reactant: [Br:1][C:2]1[CH:3]=[C:4](F)[C:5]([F:9])=[C:6]([F:8])[CH:7]=1.[NH:11]1[CH2:16][CH2:15][O:14][CH2:13][CH2:12]1.C([O-])([O-])=O.[K+].[K+].CS(C)=O.